Dataset: Full USPTO retrosynthesis dataset with 1.9M reactions from patents (1976-2016). Task: Predict the reactants needed to synthesize the given product. (1) Given the product [CH2:6]([N:9]1[CH2:10][CH2:11][N:12]([C:15]2[N:20]=[CH:19][C:18]([NH2:21])=[CH:17][N:16]=2)[CH2:13][CH2:14]1)[CH:7]=[CH2:8], predict the reactants needed to synthesize it. The reactants are: O.O.[Sn](Cl)Cl.[CH2:6]([N:9]1[CH2:14][CH2:13][N:12]([C:15]2[N:20]=[CH:19][C:18]([N+:21]([O-])=O)=[CH:17][N:16]=2)[CH2:11][CH2:10]1)[CH:7]=[CH2:8]. (2) Given the product [CH:18]1([CH2:21][CH2:22][NH:23][C:24]([C:26]2[N:27]=[N:28][C:29]([N:32]3[CH2:37][CH2:36][N:35]([C:5](=[O:6])[C:4]4[CH:8]=[C:9]([C:12]([F:15])([F:14])[F:13])[CH:10]=[CH:11][C:3]=4[C:2]([F:17])([F:16])[F:1])[CH2:34][CH2:33]3)=[CH:30][CH:31]=2)=[O:25])[CH2:20][CH2:19]1, predict the reactants needed to synthesize it. The reactants are: [F:1][C:2]([F:17])([F:16])[C:3]1[CH:11]=[CH:10][C:9]([C:12]([F:15])([F:14])[F:13])=[CH:8][C:4]=1[C:5](Cl)=[O:6].[CH:18]1([CH2:21][CH2:22][NH:23][C:24]([C:26]2[N:27]=[N:28][C:29]([N:32]3[CH2:37][CH2:36][NH:35][CH2:34][CH2:33]3)=[CH:30][CH:31]=2)=[O:25])[CH2:20][CH2:19]1. (3) Given the product [CH3:22][O:23][NH:24][C:25]([C:27]1[C:28](=[O:50])[C:29]2[CH:34]=[N:33][C:32]([NH:21][C:18]3[CH:17]=[CH:16][C:15]([CH2:14][CH2:13][C:10]4[N:11]=[CH:12][NH:8][N:9]=4)=[CH:20][CH:19]=3)=[N:31][C:30]=2[N:39]([C:41]2[CH:42]=[C:43]3[C:47](=[CH:48][CH:49]=2)[CH2:46][CH2:45][CH2:44]3)[CH:40]=1)=[O:26], predict the reactants needed to synthesize it. The reactants are: C(OC([N:8]1[CH:12]=[N:11][C:10]([CH2:13][CH2:14][C:15]2[CH:20]=[CH:19][C:18]([NH2:21])=[CH:17][CH:16]=2)=[N:9]1)=O)(C)(C)C.[CH3:22][O:23][NH:24][C:25]([C:27]1[C:28](=[O:50])[C:29]2[CH:34]=[N:33][C:32](S(C)(=O)=O)=[N:31][C:30]=2[N:39]([C:41]2[CH:42]=[C:43]3[C:47](=[CH:48][CH:49]=2)[CH2:46][CH2:45][CH2:44]3)[CH:40]=1)=[O:26]. (4) Given the product [Br:1][C:2]1[CH:3]=[C:4]2[O:8][CH2:7][CH2:6][C:5]2=[C:9]2[C:10]=1[NH:11][C:21]1[C:20](=[O:23])[NH:11][CH2:10][CH2:9][C:5]2=1, predict the reactants needed to synthesize it. The reactants are: [Br:1][C:2]1[C:10]([NH:11]N=C2CCCNC2=O)=[CH:9][C:5]2[CH2:6][CH2:7][O:8][C:4]=2[CH:3]=1.[C:20]([OH:23])(=O)[CH3:21]. (5) Given the product [CH3:9][O:8][C:7]1[CH:6]=[CH:5][C:4]([CH2:10][C:11]#[N:12])=[CH:3][C:2]=1[B:13]1[O:17][C:16]([CH3:19])([CH3:18])[C:15]([CH3:21])([CH3:20])[O:14]1, predict the reactants needed to synthesize it. The reactants are: Br[C:2]1[CH:3]=[C:4]([CH2:10][C:11]#[N:12])[CH:5]=[CH:6][C:7]=1[O:8][CH3:9].[B:13]1([B:13]2[O:17][C:16]([CH3:19])([CH3:18])[C:15]([CH3:21])([CH3:20])[O:14]2)[O:17][C:16]([CH3:19])([CH3:18])[C:15]([CH3:21])([CH3:20])[O:14]1.